This data is from Catalyst prediction with 721,799 reactions and 888 catalyst types from USPTO. The task is: Predict which catalyst facilitates the given reaction. (1) Reactant: Cl.O1CCOCC1.[F:8][C:9]1[CH:10]=[C:11]2[C:16](=[CH:17][CH:18]=1)[N:15]([CH3:19])[C:14](=[O:20])[CH:13]=[C:12]2[CH2:21][N:22]1[C:28](=[O:29])[C@@H:27]([NH:30][C:31](=[O:43])[C@@H:32]([N:34](C)[C:35](=O)OC(C)(C)C)[CH3:33])[CH2:26][O:25][C:24]2[CH:44]=[CH:45][CH:46]=[CH:47][C:23]1=2. Product: [F:8][C:9]1[CH:10]=[C:11]2[C:16](=[CH:17][CH:18]=1)[N:15]([CH3:19])[C:14](=[O:20])[CH:13]=[C:12]2[CH2:21][N:22]1[C:28](=[O:29])[C@@H:27]([NH:30][C:31](=[O:43])[C@@H:32]([NH:34][CH3:35])[CH3:33])[CH2:26][O:25][C:24]2[CH:44]=[CH:45][CH:46]=[CH:47][C:23]1=2. The catalyst class is: 250. (2) Reactant: [OH:1][CH2:2][CH2:3][N:4]1[C:8]([C:9]2[S:10][CH:11]=[CH:12][CH:13]=2)=[N:7][NH:6][C:5]1=[S:14].[Cl:15][C:16]1[CH:17]=[CH:18][C:19]([F:29])=[C:20]([C:22]2[O:26][N:25]=[C:24]([CH2:27]Cl)[N:23]=2)[CH:21]=1.C(=O)([O-])[O-].[K+].[K+]. Product: [Cl:15][C:16]1[CH:17]=[CH:18][C:19]([F:29])=[C:20]([C:22]2[O:26][N:25]=[C:24]([CH2:27][S:14][C:5]3[N:4]([CH2:3][CH2:2][OH:1])[C:8]([C:9]4[S:10][CH:11]=[CH:12][CH:13]=4)=[N:7][N:6]=3)[N:23]=2)[CH:21]=1. The catalyst class is: 726. (3) Reactant: [CH:1]1([CH2:6][C@H:7]([N:11]2[CH2:19][C:18]3[C:13](=[CH:14][CH:15]=[CH:16][C:17]=3[C:20]([F:23])([F:22])[F:21])[C:12]2=[O:24])[C:8]([OH:10])=O)[CH2:5][CH2:4][CH2:3][CH2:2]1.C(Cl)(=O)C(Cl)=O.[NH2:31][C:32]1[CH:36]=[CH:35][N:34]([CH2:37][CH2:38][OH:39])[N:33]=1.N1C(C)=CC=CC=1C. Product: [CH:1]1([CH2:6][C@H:7]([N:11]2[CH2:19][C:18]3[C:13](=[CH:14][CH:15]=[CH:16][C:17]=3[C:20]([F:23])([F:22])[F:21])[C:12]2=[O:24])[C:8]([NH:31][C:32]2[CH:36]=[CH:35][N:34]([CH2:37][CH2:38][OH:39])[N:33]=2)=[O:10])[CH2:5][CH2:4][CH2:3][CH2:2]1. The catalyst class is: 306. (4) Reactant: [F:1][C:2]1[C:11]2[C:6](=[CH:7][CH:8]=[CH:9][CH:10]=2)[CH:5]=[C:4]([NH:12][C:13]2[O:14][C@:15]3([CH2:23][N:24]=2)[CH:20]2[CH2:21][CH2:22][N:17]([CH2:18][CH2:19]2)[CH2:16]3)[N:3]=1.C1C=C(Cl)C=C(C(OO)=[O:33])C=1. Product: [F:1][C:2]1[C:11]2[C:6](=[CH:7][CH:8]=[CH:9][CH:10]=2)[CH:5]=[C:4]([NH:12][C:13]2[O:14][C@:15]3([CH2:23][N:24]=2)[CH:20]2[CH2:19][CH2:18][N+:17]([O-:33])([CH2:22][CH2:21]2)[CH2:16]3)[N:3]=1. The catalyst class is: 22. (5) Reactant: [Cl:1][C:2]1[C:3]([O:24][CH2:25][CH3:26])=[CH:4][C:5]2[CH2:14][CH:13]([CH2:15][CH3:16])[N:12]3[CH:7]([CH2:8][C:9](=[O:22])[C:10]([C:17]([O:19][CH2:20][CH3:21])=[O:18])=[CH:11]3)[C:6]=2[CH:23]=1.C1(Cl)C(=O)C(Cl)=C(Cl)C(=O)C=1Cl. Product: [Cl:1][C:2]1[C:3]([O:24][CH2:25][CH3:26])=[CH:4][C:5]2[CH2:14][CH:13]([CH2:15][CH3:16])[N:12]3[C:7](=[CH:8][C:9](=[O:22])[C:10]([C:17]([O:19][CH2:20][CH3:21])=[O:18])=[CH:11]3)[C:6]=2[CH:23]=1. The catalyst class is: 57.